From a dataset of Forward reaction prediction with 1.9M reactions from USPTO patents (1976-2016). Predict the product of the given reaction. (1) Given the reactants CO[C:3]([C:5]1[C:10]([NH2:11])=[N:9][C:8]([NH2:12])=[C:7]([Cl:13])[N:6]=1)=[O:4], predict the reaction product. The product is: [NH2:6][CH2:5][CH2:10][NH:9][C:3]([C:5]1[C:10]([NH2:11])=[N:9][C:8]([NH2:12])=[C:7]([Cl:13])[N:6]=1)=[O:4]. (2) The product is: [F:20][C:16]1[CH:15]=[C:14]([C@:8]([NH:7][S@:5]([C:1]([CH3:2])([CH3:3])[CH3:4])=[O:6])([CH2:9][C:10]([CH:26]2[C:27](=[O:28])[N:22]([CH3:21])[C:23](=[O:30])[NH:24][C:25]2=[O:29])=[O:12])[CH3:13])[CH:19]=[CH:18][CH:17]=1. Given the reactants [C:1]([S@@:5]([NH:7][C@:8]([C:14]1[CH:19]=[CH:18][CH:17]=[C:16]([F:20])[CH:15]=1)([CH3:13])[CH2:9][C:10]([OH:12])=O)=[O:6])([CH3:4])([CH3:3])[CH3:2].[CH3:21][N:22]1[C:27](=[O:28])[CH2:26][C:25](=[O:29])[NH:24][C:23]1=[O:30].CN(C(ON1N=NC2C=CC=NC1=2)=[N+](C)C)C.F[P-](F)(F)(F)(F)F.CCN(C(C)C)C(C)C, predict the reaction product. (3) Given the reactants C(O[C:6](=O)[N:7]([C@@H:9]([CH3:44])[C:10]([NH:12][C@@H:13]([CH:38]1[CH2:43][CH2:42][CH2:41][CH2:40][CH2:39]1)[C:14]([N:16]1[C@H:21]([C:22]2[N:26]([CH2:27][C:28]3[CH:33]=[CH:32][C:31]([F:34])=[CH:30][CH:29]=3)[N:25]=[CH:24][CH:23]=2)[CH2:20][N:19]2[CH2:35][CH2:36][CH2:37][C@@H:18]2[CH2:17]1)=[O:15])=[O:11])C)(C)(C)C.C(OCC)(=O)C.[ClH:52], predict the reaction product. The product is: [ClH:52].[ClH:52].[CH:38]1([C@H:13]([NH:12][C:10](=[O:11])[C@H:9]([CH3:44])[NH:7][CH3:6])[C:14]([N:16]2[C@H:21]([C:22]3[N:26]([CH2:27][C:28]4[CH:29]=[CH:30][C:31]([F:34])=[CH:32][CH:33]=4)[N:25]=[CH:24][CH:23]=3)[CH2:20][N:19]3[CH2:35][CH2:36][CH2:37][C@@H:18]3[CH2:17]2)=[O:15])[CH2:43][CH2:42][CH2:41][CH2:40][CH2:39]1. (4) Given the reactants Cl[C:2]1[O:3][C:4]([CH2:15][CH2:16][C:17]([O:19][CH3:20])=[O:18])=[C:5]([C:7]2[CH:12]=[CH:11][C:10]([Cl:13])=[C:9]([Cl:14])[CH:8]=2)[N:6]=1.[CH3:21][C:22]1[NH:23][CH:24]=[CH:25][N:26]=1.C(=O)([O-])[O-].[K+].[K+], predict the reaction product. The product is: [Cl:14][C:9]1[CH:8]=[C:7]([C:5]2[N:6]=[C:2]([N:23]3[CH:24]=[CH:25][N:26]=[C:22]3[CH3:21])[O:3][C:4]=2[CH2:15][CH2:16][C:17]([O:19][CH3:20])=[O:18])[CH:12]=[CH:11][C:10]=1[Cl:13]. (5) Given the reactants [OH:1][NH:2][C:3]([N:5]1[CH2:10][CH2:9][N:8]([C:11]([O:13][C:14]([CH3:17])([CH3:16])[CH3:15])=[O:12])[CH2:7][CH2:6]1)=[NH:4].[H-].[Na+].[C:20](OC)(=O)[C:21]1[CH:26]=[CH:25][CH:24]=[N:23][CH:22]=1, predict the reaction product. The product is: [N:23]1[CH:24]=[CH:25][CH:26]=[C:21]([C:20]2[O:1][N:2]=[C:3]([N:5]3[CH2:6][CH2:7][N:8]([C:11]([O:13][C:14]([CH3:17])([CH3:16])[CH3:15])=[O:12])[CH2:9][CH2:10]3)[N:4]=2)[CH:22]=1. (6) The product is: [OH:8][C:9]1[CH:13]=[C:12]([CH3:1])[N:11]([C:14]([O:16][CH3:17])=[O:15])[N:10]=1. Given the reactants [CH2:1](N(CC)CC)C.[OH:8][C:9]1[CH:13]=[CH:12][NH:11][N:10]=1.[C:14](O[C:14]([O:16][CH3:17])=[O:15])([O:16][CH3:17])=[O:15], predict the reaction product.